From a dataset of Forward reaction prediction with 1.9M reactions from USPTO patents (1976-2016). Predict the product of the given reaction. (1) Given the reactants [Cl:1][C:2]1[CH:3]=[C:4]([NH2:9])[C:5]([NH2:8])=[CH:6][CH:7]=1.[C:10](OCC)(=[O:16])[C:11](OCC)=[O:12], predict the reaction product. The product is: [Cl:1][C:2]1[CH:3]=[C:4]2[C:5](=[CH:6][CH:7]=1)[NH:8][C:11](=[O:12])[C:10](=[O:16])[NH:9]2. (2) Given the reactants Cl[C:2]1[N:7]=[N:6][C:5]([N:8]2[CH2:13][CH2:12][C:11]3([CH2:18][CH2:17][N:16]([CH:19]4[CH2:22][CH2:21][CH2:20]4)[CH2:15][CH2:14]3)[CH2:10][CH2:9]2)=[CH:4][CH:3]=1.C([Sn](CCCC)(CCCC)[C:28]([O:30]CC)=[CH2:29])CCC, predict the reaction product. The product is: [CH:19]1([N:16]2[CH2:17][CH2:18][C:11]3([CH2:12][CH2:13][N:8]([C:5]4[N:6]=[N:7][C:2]([C:28](=[O:30])[CH3:29])=[CH:3][CH:4]=4)[CH2:9][CH2:10]3)[CH2:14][CH2:15]2)[CH2:22][CH2:21][CH2:20]1. (3) Given the reactants C([NH:4][C:5]1[CH:6]=[C:7]2[C:12](=[CH:13][C:14]=1[O:15][CH3:16])[CH:11]([C:17]1[CH:22]=[CH:21][C:20]([N+:23]([O-:25])=[O:24])=[CH:19][CH:18]=1)[O:10][CH:9]([CH3:26])[CH2:8]2)(=O)C, predict the reaction product. The product is: [NH2:4][C:5]1[CH:6]=[C:7]2[C:12](=[CH:13][C:14]=1[O:15][CH3:16])[CH:11]([C:17]1[CH:18]=[CH:19][C:20]([N+:23]([O-:25])=[O:24])=[CH:21][CH:22]=1)[O:10][CH:9]([CH3:26])[CH2:8]2.